From a dataset of Catalyst prediction with 721,799 reactions and 888 catalyst types from USPTO. Predict which catalyst facilitates the given reaction. (1) Reactant: [F:1][C:2]([F:30])([F:29])[C:3]1[CH:4]=[C:5]([N:9]2[CH2:14][CH2:13][N:12]([S:15]([C:18]3[CH:23]=[CH:22][C:21](/[CH:24]=[CH:25]/[C:26](O)=[O:27])=[CH:20][CH:19]=3)(=[O:17])=[O:16])[CH2:11][CH2:10]2)[CH:6]=[CH:7][CH:8]=1.[Cl:31]CCl. Product: [F:1][C:2]([F:30])([F:29])[C:3]1[CH:4]=[C:5]([N:9]2[CH2:14][CH2:13][N:12]([S:15]([C:18]3[CH:23]=[CH:22][C:21](/[CH:24]=[CH:25]/[C:26]([Cl:31])=[O:27])=[CH:20][CH:19]=3)(=[O:17])=[O:16])[CH2:11][CH2:10]2)[CH:6]=[CH:7][CH:8]=1. The catalyst class is: 9. (2) Reactant: [F:1][C:2]1[CH:3]=[C:4]([CH:8]=[C:9]([F:21])[C:10]=1[NH:11][CH2:12][C:13]1[CH:18]=[CH:17][C:16]([O:19][CH3:20])=[CH:15][CH:14]=1)[C:5]([OH:7])=O.C(N(C(C)C)C(C)C)C.C1C=CC2N(O)N=NC=2C=1.[CH2:41]([N:43]1[CH2:48][CH2:47][NH:46][CH2:45][CH2:44]1)[CH3:42]. Product: [F:21][C:9]1[CH:8]=[C:4]([C:5]([N:46]2[CH2:47][CH2:48][N:43]([CH2:41][CH3:42])[CH2:44][CH2:45]2)=[O:7])[CH:3]=[C:2]([F:1])[C:10]=1[NH:11][CH2:12][C:13]1[CH:18]=[CH:17][C:16]([O:19][CH3:20])=[CH:15][CH:14]=1. The catalyst class is: 10. (3) Reactant: [Cl:1][C:2]1[CH:3]=[CH:4][C:5]([O:25][CH3:26])=[C:6]([C@@:8]2([F:24])[C:16]3[C:11](=[CH:12][C:13]([C:17]([F:20])([F:19])[F:18])=[CH:14][CH:15]=3)[N:10]([CH2:21][OH:22])[C:9]2=[O:23])[CH:7]=1.C(N(CC)CC)C.Cl[C:35]([O:37][C:38]1[CH:43]=[CH:42][C:41]([N+:44]([O-:46])=[O:45])=[CH:40][CH:39]=1)=[O:36]. Product: [N+:44]([C:41]1[CH:40]=[CH:39][C:38]([O:37][C:35](=[O:36])[O:22][CH2:21][N:10]2[C:11]3[C:16](=[CH:15][CH:14]=[C:13]([C:17]([F:20])([F:18])[F:19])[CH:12]=3)[C:8]([C:6]3[CH:7]=[C:2]([Cl:1])[CH:3]=[CH:4][C:5]=3[O:25][CH3:26])([F:24])[C:9]2=[O:23])=[CH:43][CH:42]=1)([O-:46])=[O:45]. The catalyst class is: 4. (4) Reactant: Cl[CH2:2][C:3]1[CH:8]=[CH:7][CH:6]=[CH:5][C:4]=1[CH2:9][C:10]([O:12][C:13]([CH3:16])([CH3:15])[CH3:14])=[O:11].Cl.[NH2:18][CH2:19][C:20]([O:22][C:23]([CH3:26])([CH3:25])[CH3:24])=[O:21].C(N(CC)CC)C. Product: [C:13]([O:12][C:10](=[O:11])[CH2:9][C:4]1[CH:5]=[CH:6][CH:7]=[CH:8][C:3]=1[CH2:2][NH:18][CH2:19][C:20]([O:22][C:23]([CH3:26])([CH3:25])[CH3:24])=[O:21])([CH3:16])([CH3:15])[CH3:14]. The catalyst class is: 10.